From a dataset of Catalyst prediction with 721,799 reactions and 888 catalyst types from USPTO. Predict which catalyst facilitates the given reaction. (1) Reactant: Cl.[Cl:2][C:3]1[CH:8]=[CH:7][C:6]([NH:9]N)=[CH:5][CH:4]=1.Br[CH2:12][CH2:13][C:14]([O:16][CH2:17][CH3:18])=[O:15].C(N(CC)CC)C.Cl.[CH3:27][N:28]1[CH2:33][CH2:32][C:31](=O)[CH2:30][CH2:29]1. Product: [Cl:2][C:3]1[CH:8]=[CH:7][C:6]2[N:9]([CH2:12][CH2:13][C:14]([O:16][CH2:17][CH3:18])=[O:15])[C:31]3[CH2:32][CH2:33][N:28]([CH3:27])[CH2:29][C:30]=3[C:5]=2[CH:4]=1. The catalyst class is: 8. (2) Reactant: C(=O)([O-])[O-].[Na+].[Na+].[NH:7]1[CH2:13][CH2:12][CH2:11][NH:10][CH2:9][CH2:8]1.Br[CH2:15][CH2:16][CH2:17][C:18]([O:20][CH2:21][CH3:22])=[O:19]. Product: [CH2:21]([O:20][C:18](=[O:19])[CH2:17][CH2:16][CH2:15][N:7]1[CH2:13][CH2:12][CH2:11][NH:10][CH2:9][CH2:8]1)[CH3:22]. The catalyst class is: 23. (3) Reactant: [Cl:1][C:2]1[C:3]2[CH:10]=[CH:9][NH:8][C:4]=2[N:5]=[CH:6][N:7]=1.[F:11][C:12]1[CH:17]=[CH:16][C:15](I)=[CH:14][CH:13]=1.C(=O)([O-])[O-].[K+].[K+].[C@@H]1(N)CCCC[C@H]1N. Product: [Cl:1][C:2]1[C:3]2[CH:10]=[CH:9][N:8]([C:15]3[CH:16]=[CH:17][C:12]([F:11])=[CH:13][CH:14]=3)[C:4]=2[N:5]=[CH:6][N:7]=1. The catalyst class is: 12. (4) The catalyst class is: 21. Product: [C:1](=[O:19])([O:2][C:3]([CH3:6])([CH3:5])[CH3:4])[O:7][C:8]1[CH:13]=[CH:12][C:11]([C:14]([CH3:17])([CH3:16])[CH3:15])=[C:10]([O:18][CH2:26][C:27]2[CH:32]=[CH:31][CH:30]=[CH:29][CH:28]=2)[CH:9]=1. Reactant: [C:1](=[O:19])([O:7][C:8]1[CH:13]=[CH:12][C:11]([C:14]([CH3:17])([CH3:16])[CH3:15])=[C:10]([OH:18])[CH:9]=1)[O:2][C:3]([CH3:6])([CH3:5])[CH3:4].C(=O)([O-])[O-].[K+].[K+].[CH2:26](Br)[C:27]1[CH:32]=[CH:31][CH:30]=[CH:29][CH:28]=1. (5) The catalyst class is: 4. Product: [C:6]([O:10][C:11]([N:13]1[CH2:18][CH2:17][N:16]([C:2]([O:4][CH3:5])=[O:3])[CH2:15][CH:14]1[CH2:19][CH2:20][OH:21])=[O:12])([CH3:9])([CH3:8])[CH3:7]. Reactant: Cl[C:2]([O:4][CH3:5])=[O:3].[C:6]([O:10][C:11]([N:13]1[CH2:18][CH2:17][NH:16][CH2:15][CH:14]1[CH2:19][CH2:20][OH:21])=[O:12])([CH3:9])([CH3:8])[CH3:7].C(N(CC)CC)C. (6) Reactant: [NH:1]1[C:10]2[CH2:9][CH2:8][CH2:7][CH2:6][NH:5][C:4]=2[CH:3]=[CH:2]1.[N:11]1([CH2:17][CH2:18][C:19](Cl)=[O:20])[CH2:16][CH2:15][CH2:14][CH2:13][CH2:12]1. Product: [N:11]1([CH2:17][CH2:18][C:19]([N:5]2[CH2:6][CH2:7][CH2:8][CH2:9][C:10]3[NH:1][CH:2]=[CH:3][C:4]2=3)=[O:20])[CH2:16][CH2:15][CH2:14][CH2:13][CH2:12]1. The catalyst class is: 2. (7) Reactant: N.C1(S([N:11]2[C:19]3[CH:18]=[CH:17][N:16]=[C:15]([Cl:20])[C:14]=3[CH:13]=[C:12]2[CH2:21][N:22]2[CH2:26][CH2:25][C@H:24]([NH:27][S:28]([C:31]3[S:35][C:34]4[CH:36]=[C:37]([Cl:40])[CH:38]=[CH:39][C:33]=4[CH:32]=3)(=[O:30])=[O:29])[C:23]2=[O:41])(=O)=O)C=CC=CC=1. Product: [Cl:20][C:15]1[C:14]2[CH:13]=[C:12]([CH2:21][N:22]3[CH2:26][CH2:25][C@H:24]([NH:27][S:28]([C:31]4[S:35][C:34]5[CH:36]=[C:37]([Cl:40])[CH:38]=[CH:39][C:33]=5[CH:32]=4)(=[O:29])=[O:30])[C:23]3=[O:41])[NH:11][C:19]=2[CH:18]=[CH:17][N:16]=1. The catalyst class is: 5. (8) Product: [Br:1][C:2]1[CH:7]=[CH:6][C:5]([O:8][CH2:9][CH2:19][O:20][CH3:21])=[C:4]([O:10][CH3:11])[CH:3]=1. Reactant: [Br:1][C:2]1[CH:3]=[C:4]([OH:10])[C:5]([O:8][CH3:9])=[CH:6][CH:7]=1.[C:11]([O-])([O-])=O.[Cs+].[Cs+].BrC[CH2:19][O:20][CH3:21]. The catalyst class is: 3. (9) Reactant: [F:1][C:2]([F:31])([F:30])[C:3]1[CH:8]=[CH:7][C:6]([C:9]2[CH:14]=[CH:13][CH:12]=[CH:11][C:10]=2[C:15]([NH:17]C2CC3C(=CC=CC=3)N2C([O-])=O)=[O:16])=[CH:5][CH:4]=1.C(O[CH2:36][CH3:37])(=O)C.O.C(=O)([O-])[O-].[K+].[K+]. Product: [NH:17]1[C:36]2[C:37](=[CH:2][C:3]([NH:17][C:15]([C:10]3[C:9]([C:6]4[CH:5]=[CH:4][C:3]([C:2]([F:31])([F:30])[F:1])=[CH:8][CH:7]=4)=[CH:14][CH:13]=[CH:12][CH:11]=3)=[O:16])=[CH:4][CH:5]=2)[CH2:10][CH2:15]1. The catalyst class is: 55. (10) Reactant: C[S:2][C:3](=S)[O:4][CH:5]([CH3:7])[CH3:6].[C:9]([C:12]1[O:13][CH:14]=[CH:15][CH:16]=1)(=[O:11])[CH3:10].CC(C)([O-])C.[K+].Cl. Product: [O:13]1[CH:14]=[CH:15][CH:16]=[C:12]1[C:9](=[O:11])[CH2:10][C:3](=[S:2])[O:4][CH:5]([CH3:7])[CH3:6]. The catalyst class is: 107.